The task is: Predict the reactants needed to synthesize the given product.. This data is from Retrosynthesis with 50K atom-mapped reactions and 10 reaction types from USPTO. (1) The reactants are: COc1ccc(CC(=O)O)cc1-c1cc2c(n1C(C)C)C(c1ccc(Cl)cc1)N(c1cc(Cl)ccc1C)C2=O.On1nnc2ccccc21. Given the product COc1ccc(CC(N)=O)cc1-c1cc2c(n1C(C)C)C(c1ccc(Cl)cc1)N(c1cc(Cl)ccc1C)C2=O, predict the reactants needed to synthesize it. (2) Given the product COc1cc2c(cc1-c1cccnc1)-c1c(Cl)c3c(n1CC2)C(=O)N(C(C)(C)C)CCCC3, predict the reactants needed to synthesize it. The reactants are: COc1cc2c(cc1Br)-c1c(Cl)c3c(n1CC2)C(=O)N(C(C)(C)C)CCCC3.OB(O)c1cccnc1. (3) Given the product CCCCOc1cc(C(=O)OC)ccc1[N+](=O)[O-], predict the reactants needed to synthesize it. The reactants are: CCCCOc1cc(C(=O)O)ccc1[N+](=O)[O-].CO. (4) Given the product O=C(O)C[C@H](NC(=O)Nc1ccc([N+](=O)[O-])cc1)C(=O)O, predict the reactants needed to synthesize it. The reactants are: N[C@@H](CC(=O)O)C(=O)O.O=C=Nc1ccc([N+](=O)[O-])cc1.